From a dataset of Reaction yield outcomes from USPTO patents with 853,638 reactions. Predict the reaction yield, written as a fraction of the theoretical maximum amount of product (1.0 means a 100% yield; for example, 0.34 means a 34% yield). (1) The reactants are Br[C:2]1[C:7]([N+:8]([O-:10])=[O:9])=[CH:6][C:5]([Br:11])=[CH:4][N:3]=1.[F:12][C:13]1[C:18]([F:19])=[CH:17][C:16](B2OC(C)(C)C(C)(C)O2)=[C:15]([S:29]([CH3:32])(=[O:31])=[O:30])[CH:14]=1.P([O-])([O-])([O-])=O.[K+].[K+].[K+]. The catalyst is C1C=CC(P(C2C=CC=CC=2)[C-]2C=CC=C2)=CC=1.C1C=CC(P(C2C=CC=CC=2)[C-]2C=CC=C2)=CC=1.Cl[Pd]Cl.[Fe+2].C(Cl)Cl. The product is [Br:11][C:5]1[CH:6]=[C:7]([N+:8]([O-:10])=[O:9])[C:2]([C:16]2[CH:17]=[C:18]([F:19])[C:13]([F:12])=[CH:14][C:15]=2[S:29]([CH3:32])(=[O:30])=[O:31])=[N:3][CH:4]=1. The yield is 0.462. (2) The reactants are C([O:8][C:9](=[O:36])[C@@H:10]([NH:18][C:19](=[O:35])[C@@H:20]([NH:22][C:23]([C:25]1[N:26]([CH3:34])[C:27]2[C:32]([CH:33]=1)=[CH:31][CH:30]=[CH:29][CH:28]=2)=[O:24])[CH3:21])[CH2:11][C:12]1[CH:17]=[CH:16][CH:15]=[CH:14][CH:13]=1)C1C=CC=CC=1. The catalyst is [OH-].[OH-].[Pd+2].C1COCC1.CO. The product is [CH3:34][N:26]1[C:27]2[C:32](=[CH:31][CH:30]=[CH:29][CH:28]=2)[CH:33]=[C:25]1[C:23]([NH:22][C@@H:20]([CH3:21])[C:19]([NH:18][C@@H:10]([CH2:11][C:12]1[CH:13]=[CH:14][CH:15]=[CH:16][CH:17]=1)[C:9]([OH:36])=[O:8])=[O:35])=[O:24]. The yield is 0.990. (3) The reactants are C([O:3][C:4]([C:6]1[CH:7]=[C:8]2[C:13](=[CH:14][CH:15]=1)[NH:12][CH:11]([C:16]1[CH:21]=[CH:20][CH:19]=[CH:18][C:17]=1[Br:22])[C:10]([CH3:24])([CH3:23])[CH2:9]2)=[O:5])C.[OH-].[Na+].Cl. The yield is 0.900. The product is [Br:22][C:17]1[CH:18]=[CH:19][CH:20]=[CH:21][C:16]=1[CH:11]1[C:10]([CH3:23])([CH3:24])[CH2:9][C:8]2[C:13](=[CH:14][CH:15]=[C:6]([C:4]([OH:5])=[O:3])[CH:7]=2)[NH:12]1. The catalyst is CO.O1CCCC1.O.